From a dataset of Reaction yield outcomes from USPTO patents with 853,638 reactions. Predict the reaction yield, written as a fraction of the theoretical maximum amount of product (1.0 means a 100% yield; for example, 0.34 means a 34% yield). (1) The reactants are Br[CH2:2][CH2:3][CH2:4][OH:5].[Cl:6][C:7]([Cl:18])=[CH:8][CH2:9][O:10][C:11]1[CH:16]=[CH:15][C:14]([OH:17])=[CH:13][CH:12]=1.[OH-].[Na+].S(=O)(=O)(O)O. The catalyst is [Br-].C([N+](CCCC)(CCCC)CCCC)CCC.C1(C)C=CC=CC=1.O. The product is [Cl:6][C:7]([Cl:18])=[CH:8][CH2:9][O:10][C:11]1[CH:16]=[CH:15][C:14]([O:17][CH2:2][CH2:3][CH2:4][OH:5])=[CH:13][CH:12]=1. The yield is 0.930. (2) The reactants are [N:1]1([CH2:8][CH2:9][NH2:10])[CH2:7][CH2:6][CH2:5][CH2:4][CH2:3][CH2:2]1.Cl[C:12]1[N:13]=[N+:14]([O-:25])[C:15]2[CH:24]=[C:23]3[C:19]([CH2:20][CH2:21][CH2:22]3)=[CH:18][C:16]=2[N:17]=1. The catalyst is COCCOC. The product is [N:1]1([CH2:8][CH2:9][NH:10][C:12]2[N:13]=[N+:14]([O-:25])[C:15]3[CH:24]=[C:23]4[C:19]([CH2:20][CH2:21][CH2:22]4)=[CH:18][C:16]=3[N:17]=2)[CH2:7][CH2:6][CH2:5][CH2:4][CH2:3][CH2:2]1. The yield is 0.560. (3) The reactants are C(OC(=O)[NH:7][CH:8]([CH:20]([OH:22])[CH3:21])[C:9](=[O:19])[N:10]1[CH2:18][CH2:17][CH2:16][C:11]21[C:14](=[O:15])[NH:13][CH2:12]2)(C)(C)C.O1CCOCC1.Cl. The yield is 0.750. The product is [NH2:7][CH:8]([CH:20]([OH:22])[CH3:21])[C:9]([N:10]1[CH2:18][CH2:17][CH2:16][C:11]21[C:14](=[O:15])[NH:13][CH2:12]2)=[O:19]. The catalyst is C(Cl)Cl. (4) The reactants are [CH2:1]([C:17]1([CH3:34])[CH2:26][CH2:25][C:24]2[C:19](=[C:20]([CH3:33])[C:21]([CH3:32])=[C:22]([O:28][CH2:29][CH2:30][OH:31])[C:23]=2[CH3:27])[O:18]1)[CH2:2][CH2:3][CH2:4][CH2:5][CH2:6][CH2:7][CH2:8][CH2:9][CH2:10][CH2:11][CH2:12][CH2:13][CH2:14][CH2:15][CH3:16].[C:35](=O)([O:44]N1C(=O)CCC1=O)[O:36][N:37]1[C:41](=[O:42])[CH2:40][CH2:39][C:38]1=[O:43].C(N(CC)CC)C.C(#N)C. The catalyst is ClCCl. The product is [CH2:1]([C:17]1([CH3:34])[CH2:26][CH2:25][C:24]2[C:19](=[C:20]([CH3:33])[C:21]([CH3:32])=[C:22]([O:28][CH2:29][CH2:30][O:31][C:35](=[O:44])[O:36][N:37]3[C:41](=[O:42])[CH2:40][CH2:39][C:38]3=[O:43])[C:23]=2[CH3:27])[O:18]1)[CH2:2][CH2:3][CH2:4][CH2:5][CH2:6][CH2:7][CH2:8][CH2:9][CH2:10][CH2:11][CH2:12][CH2:13][CH2:14][CH2:15][CH3:16]. The yield is 0.770. (5) The reactants are [CH3:1][S:2][C:3]1[CH:8]=[CH:7][C:6]([C:9]2[CH:14]=[CH:13][NH:12][C:11](=[O:15])[CH:10]=2)=[CH:5][CH:4]=1.Br[C:17]1[CH:25]=[C:24]2[C:20]([C:21]3[CH2:30][CH2:29][N:28]([C:31]([O:33][C:34]([CH3:37])([CH3:36])[CH3:35])=[O:32])[CH2:27][C:22]=3[N:23]2[CH3:26])=[CH:19][CH:18]=1.OC1C=CC=C2C=1N=CC=C2.C([O-])([O-])=O.[Cs+].[Cs+]. The catalyst is CS(C)=O.[Cu]I. The product is [CH3:26][N:23]1[C:24]2[C:20](=[CH:19][CH:18]=[C:17]([N:12]3[CH:13]=[CH:14][C:9]([C:6]4[CH:7]=[CH:8][C:3]([S:2][CH3:1])=[CH:4][CH:5]=4)=[CH:10][C:11]3=[O:15])[CH:25]=2)[C:21]2[CH2:30][CH2:29][N:28]([C:31]([O:33][C:34]([CH3:37])([CH3:36])[CH3:35])=[O:32])[CH2:27][C:22]1=2. The yield is 0.380. (6) The reactants are [C:1]1([C:3](=[CH:5][CH:6]=[CH:7][CH:8]=1)[OH:4])[OH:2].[H-].[Na+].Br[CH2:12][CH2:13][CH2:14][C:15]([O:17][CH2:18][CH3:19])=[O:16]. The catalyst is CN(C=O)C. The product is [OH:2][C:1]1[CH:8]=[CH:7][CH:6]=[CH:5][C:3]=1[O:4][CH2:12][CH2:13][CH2:14][C:15]([O:17][CH2:18][CH3:19])=[O:16]. The yield is 0.550.